Dataset: Catalyst prediction with 721,799 reactions and 888 catalyst types from USPTO. Task: Predict which catalyst facilitates the given reaction. (1) Reactant: [CH2:1]([NH:9][C:10]([C:12]1[S:30][C:15]2[N:16]=[C:17]([NH:21][CH2:22][CH2:23][CH2:24][CH2:25][CH2:26][CH2:27][CH2:28][CH3:29])[O:18][C:19](=[O:20])[C:14]=2[C:13]=1[CH3:31])=[O:11])[CH2:2][CH2:3][CH2:4][CH2:5][CH2:6][CH2:7][CH3:8].[O-]CC.[Na+].Cl. Product: [CH2:1]([NH:9][C:10]([C:12]1[S:30][C:15]2[NH:16][C:17](=[O:18])[N:21]([CH2:22][CH2:23][CH2:24][CH2:25][CH2:26][CH2:27][CH2:28][CH3:29])[C:19](=[O:20])[C:14]=2[C:13]=1[CH3:31])=[O:11])[CH2:2][CH2:3][CH2:4][CH2:5][CH2:6][CH2:7][CH3:8]. The catalyst class is: 8. (2) Reactant: [N:1]1[CH:6]=[C:5]([CH2:7][C:8]2[C:9](=[O:33])[N:10]=[C:11]([CH2:14][CH2:15][C:16]3[CH:21]=[CH:20][C:19]([O:22][C:23]4[CH:28]=[CH:27][CH:26]=[C:25]([C:29]([F:32])([F:31])[F:30])[CH:24]=4)=[CH:18][CH:17]=3)[NH:12][CH:13]=2)[CH:4]=[N:3][CH:2]=1.CI.[CH3:36]CN(C(C)C)C(C)C. Product: [CH3:36][N:12]1[CH:13]=[C:8]([CH2:7][C:5]2[CH:6]=[N:1][CH:2]=[N:3][CH:4]=2)[C:9](=[O:33])[N:10]=[C:11]1[CH2:14][CH2:15][C:16]1[CH:17]=[CH:18][C:19]([O:22][C:23]2[CH:28]=[CH:27][CH:26]=[C:25]([C:29]([F:32])([F:30])[F:31])[CH:24]=2)=[CH:20][CH:21]=1. The catalyst class is: 2. (3) Reactant: CCN(S(F)(F)[F:7])CC.[F:10][C:11]1[CH:12]=[C:13]([C@:27]2([S:39]([C:42]3[CH:47]=[CH:46][C:45]([F:48])=[CH:44][CH:43]=3)(=[O:41])=[O:40])[CH2:31][CH2:30][N:29]([C:32]([O:34][C:35]([CH3:38])([CH3:37])[CH3:36])=[O:33])[CH2:28]2)[CH:14]=[CH:15][C:16]=1[C:17](O)([C:22]([F:25])([F:24])[F:23])[C:18]([F:21])([F:20])[F:19]. Product: [F:10][C:11]1[CH:12]=[C:13]([C@:27]2([S:39]([C:42]3[CH:47]=[CH:46][C:45]([F:48])=[CH:44][CH:43]=3)(=[O:41])=[O:40])[CH2:31][CH2:30][N:29]([C:32]([O:34][C:35]([CH3:36])([CH3:38])[CH3:37])=[O:33])[CH2:28]2)[CH:14]=[CH:15][C:16]=1[C:17]([F:7])([C:22]([F:24])([F:25])[F:23])[C:18]([F:19])([F:21])[F:20]. The catalyst class is: 26. (4) Reactant: [CH3:1][O:2][C:3](=[O:58])[C@@H:4]([NH:50][C:51]([O:53][C:54]([CH3:57])([CH3:56])[CH3:55])=[O:52])[CH2:5][C:6]1[CH:11]=[CH:10][C:9]([O:12][CH:13]([C:33]2[CH:38]=[CH:37][C:36]([O:39][CH2:40][C:41]3[CH:46]=[CH:45][C:44]([Cl:47])=[C:43]([Cl:48])[CH:42]=3)=[CH:35][CH:34]=2)[CH2:14][O:15][Si](C(C)(C)C)(C2C=CC=CC=2)C2C=CC=CC=2)=[C:8]([Br:49])[CH:7]=1.CCCC[N+](CCCC)(CCCC)CCCC.[F-]. Product: [CH3:1][O:2][C:3](=[O:58])[C@@H:4]([NH:50][C:51]([O:53][C:54]([CH3:56])([CH3:55])[CH3:57])=[O:52])[CH2:5][C:6]1[CH:11]=[CH:10][C:9]([O:12][CH:13]([C:33]2[CH:34]=[CH:35][C:36]([O:39][CH2:40][C:41]3[CH:46]=[CH:45][C:44]([Cl:47])=[C:43]([Cl:48])[CH:42]=3)=[CH:37][CH:38]=2)[CH2:14][OH:15])=[C:8]([Br:49])[CH:7]=1. The catalyst class is: 1. (5) Product: [C:37]([OH:49])(=[O:48])[CH2:38][C:39]([CH2:44][C:45]([OH:47])=[O:46])([C:41]([OH:43])=[O:42])[OH:40].[CH3:1][N:2]([CH3:33])[C:3]1([C:27]2[CH:28]=[CH:29][CH:30]=[CH:31][CH:32]=2)[CH2:8][CH2:7][CH:6]([CH2:9][NH:10][C:11]([N:13]2[CH2:17][CH2:16][CH:15]([C:18]3[C:26]4[C:21](=[CH:22][CH:23]=[CH:24][CH:25]=4)[NH:20][CH:19]=3)[CH2:14]2)=[O:12])[CH2:5][CH2:4]1. The catalyst class is: 27. Reactant: [CH3:1][N:2]([CH3:33])[C:3]1([C:27]2[CH:32]=[CH:31][CH:30]=[CH:29][CH:28]=2)[CH2:8][CH2:7][CH:6]([CH2:9][NH:10][C:11]([N:13]2[CH2:17][CH2:16][CH:15]([C:18]3[C:26]4[C:21](=[CH:22][CH:23]=[CH:24][CH:25]=4)[NH:20][CH:19]=3)[CH2:14]2)=[O:12])[CH2:5][CH2:4]1.C(O)C.[C:37]([OH:49])(=[O:48])[CH2:38][C:39]([CH2:44][C:45]([OH:47])=[O:46])([C:41]([OH:43])=[O:42])[OH:40]. (6) Reactant: [CH:1]([Si:4]([CH:38]([CH3:40])[CH3:39])([CH:35]([CH3:37])[CH3:36])[O:5][CH2:6][CH2:7][CH:8]1[CH2:13][CH2:12][N:11]([C:14]2[N:18]3[CH:19]=[C:20]([O:23][C@H:24]4[C:33]5[C:28](=[CH:29][CH:30]=[CH:31][CH:32]=5)[C@@H:27]([NH2:34])[CH2:26][CH2:25]4)[CH:21]=[CH:22][C:17]3=[N:16][N:15]=2)[CH2:10][CH2:9]1)([CH3:3])[CH3:2].ClC(Cl)(Cl)C[O:44][C:45](=O)[NH:46][C:47]1[N:48]([C:56]2[CH:61]=[CH:60][C:59]([CH3:62])=[CH:58][CH:57]=2)[N:49]=[C:50]([C:52]([CH3:55])([CH3:54])[CH3:53])[CH:51]=1.CCN(C(C)C)C(C)C. Product: [C:52]([C:50]1[CH:51]=[C:47]([NH:46][C:45]([NH:34][C@@H:27]2[C:28]3[C:33](=[CH:32][CH:31]=[CH:30][CH:29]=3)[C@H:24]([O:23][C:20]3[CH:21]=[CH:22][C:17]4[N:18]([C:14]([N:11]5[CH2:10][CH2:9][CH:8]([CH2:7][CH2:6][O:5][Si:4]([CH:35]([CH3:37])[CH3:36])([CH:1]([CH3:2])[CH3:3])[CH:38]([CH3:40])[CH3:39])[CH2:13][CH2:12]5)=[N:15][N:16]=4)[CH:19]=3)[CH2:25][CH2:26]2)=[O:44])[N:48]([C:56]2[CH:61]=[CH:60][C:59]([CH3:62])=[CH:58][CH:57]=2)[N:49]=1)([CH3:55])([CH3:53])[CH3:54]. The catalyst class is: 12. (7) Reactant: [Si:1]([O:8][CH2:9][C:10]1[CH:15]=[CH:14][N:13]=[C:12]([NH2:16])[CH:11]=1)([C:4]([CH3:7])([CH3:6])[CH3:5])([CH3:3])[CH3:2].[C:17]([N:25]=[C:26]=[S:27])(=[O:24])[C:18]1[CH:23]=[CH:22][CH:21]=[CH:20][CH:19]=1. Product: [Si:1]([O:8][CH2:9][C:10]1[CH:15]=[CH:14][N:13]=[C:12]([NH:16][C:26]([NH:25][C:17](=[O:24])[C:18]2[CH:19]=[CH:20][CH:21]=[CH:22][CH:23]=2)=[S:27])[CH:11]=1)([C:4]([CH3:7])([CH3:6])[CH3:5])([CH3:3])[CH3:2]. The catalyst class is: 11. (8) Reactant: [Cl:1][C:2]1[C:3]([O:12][C:13]2[CH:18]=[C:17]([O:19][CH2:20][CH2:21][O:22][CH3:23])[CH:16]=[CH:15][C:14]=2[CH2:24][CH2:25][CH2:26][OH:27])=[N:4][CH:5]=[C:6]([C:8]([F:11])([F:10])[F:9])[CH:7]=1.O[C:29]1[CH:33]=[C:32]([CH2:34][CH2:35][C:36]([O:38]CC)=[O:37])[N:31]([C:41]2[CH:46]=[CH:45][CH:44]=[CH:43][CH:42]=2)[N:30]=1.C(P(CCCC)CCCC)CCC.N(C(N1CCCCC1)=O)=NC(N1CCCCC1)=O.O1CCCC1CO.[OH-].[Na+].Cl. Product: [Cl:1][C:2]1[C:3]([O:12][C:13]2[CH:18]=[C:17]([O:19][CH2:20][CH2:21][O:22][CH3:23])[CH:16]=[CH:15][C:14]=2[CH2:24][CH2:25][CH2:26][O:27][C:29]2[CH:33]=[C:32]([CH2:34][CH2:35][C:36]([OH:38])=[O:37])[N:31]([C:41]3[CH:46]=[CH:45][CH:44]=[CH:43][CH:42]=3)[N:30]=2)=[N:4][CH:5]=[C:6]([C:8]([F:9])([F:11])[F:10])[CH:7]=1. The catalyst class is: 7. (9) Reactant: [CH2:1]([O:3][C:4]1[C:8]([CH2:9][CH2:10][CH2:11][OH:12])=[CH:7][N:6]([C:13]2[CH:18]=[CH:17][C:16]([C:19]([F:22])([F:21])[F:20])=[CH:15][N:14]=2)[N:5]=1)[CH3:2].O[C:24]1[CH:29]=[CH:28][C:27]([CH2:30][CH2:31][C:32]([O:34]CC)=[O:33])=[CH:26][C:25]=1[O:37][CH3:38].C(P(CCCC)CCCC)CCC.N(C(N1CCCCC1)=O)=NC(N1CCCCC1)=O. Product: [CH2:1]([O:3][C:4]1[C:8]([CH2:9][CH2:10][CH2:11][O:12][C:24]2[CH:29]=[CH:28][C:27]([CH2:30][CH2:31][C:32]([OH:34])=[O:33])=[CH:26][C:25]=2[O:37][CH3:38])=[CH:7][N:6]([C:13]2[CH:18]=[CH:17][C:16]([C:19]([F:21])([F:20])[F:22])=[CH:15][N:14]=2)[N:5]=1)[CH3:2]. The catalyst class is: 7. (10) Reactant: O.[NH2:2][NH2:3].Br[CH2:5][CH2:6][O:7][CH2:8][CH2:9][O:10][CH3:11]. Product: [CH3:11][O:10][CH2:9][CH2:8][O:7][CH2:6][CH2:5][NH:2][NH2:3]. The catalyst class is: 8.